This data is from Full USPTO retrosynthesis dataset with 1.9M reactions from patents (1976-2016). The task is: Predict the reactants needed to synthesize the given product. (1) Given the product [C:8]([C:6]1[CH:5]=[CH:4][C:3]([S:10]([NH2:13])(=[O:11])=[O:12])=[C:2]([NH:1][S:24](/[CH:23]=[CH:22]/[C:17]2[CH:18]=[CH:19][C:20]([Cl:21])=[C:15]([Cl:14])[CH:16]=2)(=[O:26])=[O:25])[CH:7]=1)#[N:9], predict the reactants needed to synthesize it. The reactants are: [NH2:1][C:2]1[CH:7]=[C:6]([C:8]#[N:9])[CH:5]=[CH:4][C:3]=1[S:10]([NH2:13])(=[O:12])=[O:11].[Cl:14][C:15]1[CH:16]=[C:17](/[CH:22]=[CH:23]/[S:24](Cl)(=[O:26])=[O:25])[CH:18]=[CH:19][C:20]=1[Cl:21]. (2) The reactants are: C([O:3][C:4](=[O:31])[CH2:5][N:6]1[C:14]2[C:9](=[CH:10][CH:11]=[C:12]([O:15][CH2:16][C:17]3[N:18]([CH3:30])[N:19]=[C:20]([C:23]4[CH:28]=[CH:27][C:26]([Cl:29])=[CH:25][CH:24]=4)[C:21]=3[CH3:22])[CH:13]=2)[CH:8]=[CH:7]1)C.[Li+].[OH-]. Given the product [Cl:29][C:26]1[CH:27]=[CH:28][C:23]([C:20]2[C:21]([CH3:22])=[C:17]([CH2:16][O:15][C:12]3[CH:13]=[C:14]4[C:9]([CH:8]=[CH:7][N:6]4[CH2:5][C:4]([OH:31])=[O:3])=[CH:10][CH:11]=3)[N:18]([CH3:30])[N:19]=2)=[CH:24][CH:25]=1, predict the reactants needed to synthesize it. (3) Given the product [ClH:44].[NH2:7][CH2:8][C:9]1[CH:14]=[CH:13][C:12]([O:15][CH2:16][C:17]([NH:18][CH3:19])=[O:20])=[C:11]([CH:21]2[CH2:26][CH2:25][N:24]([C:27]([C:29]3[C:37]4[C:32](=[C:33]([CH3:38])[CH:34]=[CH:35][CH:36]=4)[N:31]([CH2:39][CH2:40][O:41][CH3:42])[CH:30]=3)=[O:28])[CH2:23][CH2:22]2)[CH:10]=1, predict the reactants needed to synthesize it. The reactants are: C(OC(=O)[NH:7][CH2:8][C:9]1[CH:14]=[CH:13][C:12]([O:15][CH2:16][C:17](=[O:20])[NH:18][CH3:19])=[C:11]([CH:21]2[CH2:26][CH2:25][N:24]([C:27]([C:29]3[C:37]4[C:32](=[C:33]([CH3:38])[CH:34]=[CH:35][CH:36]=4)[N:31]([CH2:39][CH2:40][O:41][CH3:42])[CH:30]=3)=[O:28])[CH2:23][CH2:22]2)[CH:10]=1)(C)(C)C.[ClH:44]. (4) Given the product [O:18]=[C:9]1[C:10]2[C:15](=[CH:14][CH:13]=[CH:12][CH:11]=2)[C:16](=[O:17])[N:8]1[CH2:7][CH2:6][CH2:2][C:3]([OH:5])=[O:4], predict the reactants needed to synthesize it. The reactants are: Br[CH:2]([CH2:6][CH2:7][N:8]1[C:16](=[O:17])[C:15]2[C:10](=[CH:11][CH:12]=[CH:13][CH:14]=2)[C:9]1=[O:18])[C:3]([OH:5])=[O:4].